Dataset: Full USPTO retrosynthesis dataset with 1.9M reactions from patents (1976-2016). Task: Predict the reactants needed to synthesize the given product. Given the product [I:17][C:12]1[CH:11]=[C:10]([O:18][CH3:19])[C:9]([O:8][CH2:7][CH2:6][O:5][CH3:1])=[C:14]([O:15][CH3:16])[CH:13]=1, predict the reactants needed to synthesize it. The reactants are: [CH3:1]I.[H-].[Na+].[OH:5][CH2:6][CH2:7][O:8][C:9]1[C:14]([O:15][CH3:16])=[CH:13][C:12]([I:17])=[CH:11][C:10]=1[O:18][CH3:19].O.